Dataset: Full USPTO retrosynthesis dataset with 1.9M reactions from patents (1976-2016). Task: Predict the reactants needed to synthesize the given product. (1) Given the product [C:1]([O:5][C:6](=[O:23])[NH:7][C:8]1[CH:13]=[CH:12][C:11]([F:14])=[C:10]([O:15][C:16]2[N:17]=[C:18]3[S:24][C:25]([NH2:26])=[N:22][C:19]3=[CH:20][CH:21]=2)[CH:9]=1)([CH3:4])([CH3:2])[CH3:3], predict the reactants needed to synthesize it. The reactants are: [C:1]([O:5][C:6](=[O:23])[NH:7][C:8]1[CH:13]=[CH:12][C:11]([F:14])=[C:10]([O:15][C:16]2[CH:21]=[CH:20][C:19]([NH2:22])=[CH:18][N:17]=2)[CH:9]=1)([CH3:4])([CH3:3])[CH3:2].[S-:24][C:25]#[N:26].[K+].BrBr. (2) Given the product [NH3:4].[CH2:2]([N:4]([CH2:5][CH3:6])[CH2:18][CH2:7][C:8]1[CH:17]=[N:16][C:15]2[C:10](=[CH:11][CH:12]=[CH:13][CH:14]=2)[N:9]=1)[CH3:3], predict the reactants needed to synthesize it. The reactants are: Cl.[CH2:2]([NH:4][CH2:5][CH3:6])[CH3:3].[CH3:7][C:8]1[CH:17]=[N:16][C:15]2[C:10](=[CH:11][CH:12]=[CH:13][CH:14]=2)[N:9]=1.[CH2:18]=O.Cl. (3) Given the product [I:24][C:25]1[N:26]([CH2:20][O:19][CH2:18][CH2:17][Si:16]([CH3:23])([CH3:22])[CH3:15])[N:27]=[C:28]2[C:33]=1[CH:32]=[CH:31][CH:30]=[CH:29]2, predict the reactants needed to synthesize it. The reactants are: CN(C1CCCCC1)C1CCCCC1.[CH3:15][Si:16]([CH3:23])([CH3:22])[CH2:17][CH2:18][O:19][CH2:20]Cl.[I:24][C:25]1[C:33]2[C:28](=[CH:29][CH:30]=[CH:31][CH:32]=2)[NH:27][N:26]=1.[OH-].[Na+].